From a dataset of Full USPTO retrosynthesis dataset with 1.9M reactions from patents (1976-2016). Predict the reactants needed to synthesize the given product. (1) Given the product [CH2:36]([O:35][C:30]1[CH:31]=[CH:32][CH:33]=[CH:34][C:29]=1[CH2:28][NH:25][C:26]([N:11]1[CH2:10][CH2:9][CH:8]([O:7][C:6]2[CH:14]=[CH:15][C:3]([Cl:2])=[CH:4][CH:5]=2)[CH2:13][CH2:12]1)=[O:27])[CH3:37], predict the reactants needed to synthesize it. The reactants are: Cl.[Cl:2][C:3]1[CH:15]=[CH:14][C:6]([O:7][CH:8]2[CH2:13][CH2:12][NH:11][CH2:10][CH2:9]2)=[CH:5][CH:4]=1.C(N(C(C)C)CC)(C)C.[N:25]([CH2:28][C:29]1[CH:34]=[CH:33][CH:32]=[CH:31][C:30]=1[O:35][CH2:36][CH3:37])=[C:26]=[O:27]. (2) Given the product [NH2:31][C:29]1[N:30]=[C:26]([C:16]2[CH:17]=[C:18]3[C:13](=[CH:14][CH:15]=2)[C:12](=[O:49])[N:11]([CH2:50][CH:51]([CH3:52])[CH3:53])[C:10]([CH2:9][NH:8][C:6](=[O:7])[O:5][C:1]([CH3:2])([CH3:3])[CH3:4])=[C:19]3[C:20]2[CH:21]=[CH:22][CH:23]=[CH:24][CH:25]=2)[S:27][CH:28]=1, predict the reactants needed to synthesize it. The reactants are: [C:1]([O:5][C:6]([NH:8][CH2:9][C:10]1[N:11]([CH2:50][CH:51]([CH3:53])[CH3:52])[C:12](=[O:49])[C:13]2[C:18]([C:19]=1[C:20]1[CH:25]=[CH:24][CH:23]=[CH:22][CH:21]=1)=[CH:17][C:16]([C:26]1[S:27][CH:28]=[C:29]([NH:31]C(=O)OCC3C4C=CC=CC=4C4C3=CC=CC=4)[N:30]=1)=[CH:15][CH:14]=2)=[O:7])([CH3:4])([CH3:3])[CH3:2].N1CCCC1.O. (3) The reactants are: [C:1]([NH:4][C:5]1[CH:12]=[CH:11][C:8]([CH:9]=O)=[CH:7][C:6]=1[I:13])(=[O:3])[CH3:2].[NH2:14][NH:15][C:16]([NH2:18])=[S:17]. Given the product [C:1]([NH:4][C:5]1[CH:12]=[CH:11][C:8]([CH:9]=[N:14][NH:15][C:16]([NH2:18])=[S:17])=[CH:7][C:6]=1[I:13])(=[O:3])[CH3:2], predict the reactants needed to synthesize it. (4) The reactants are: [CH:1]1([N:4]([CH:14]2[CH2:19][CH2:18][NH:17][CH2:16][CH2:15]2)[S:5]([C:8]2[CH:13]=[CH:12][CH:11]=[CH:10][CH:9]=2)(=[O:7])=[O:6])[CH2:3][CH2:2]1.C(N(CC)CC)C.Cl[CH2:28][C:29]1[CH:34]=[CH:33][C:32]([C:35]2[CH:40]=[CH:39][CH:38]=[CH:37][CH:36]=2)=[CH:31][CH:30]=1. Given the product [CH:1]1([N:4]([CH:14]2[CH2:19][CH2:18][N:17]([CH2:28][C:29]3[CH:34]=[CH:33][C:32]([C:35]4[CH:36]=[CH:37][CH:38]=[CH:39][CH:40]=4)=[CH:31][CH:30]=3)[CH2:16][CH2:15]2)[S:5]([C:8]2[CH:13]=[CH:12][CH:11]=[CH:10][CH:9]=2)(=[O:6])=[O:7])[CH2:3][CH2:2]1, predict the reactants needed to synthesize it. (5) Given the product [CH2:27]([O:26][C:24]([C:4]1[CH:5]([C:14]2[CH:19]=[CH:18][CH:17]=[CH:16][C:15]=2[C:20]([F:23])([F:22])[F:21])[N:6]=[C:7]([C:9]2[S:10][CH:11]=[CH:12][N:13]=2)[NH:8][C:3]=1[CH2:2][N:30]1[CH2:35][CH2:34][O:33][CH2:32][CH:31]1[C:36]([OH:38])=[O:37])=[O:25])[CH3:28], predict the reactants needed to synthesize it. The reactants are: Br[CH2:2][C:3]1[NH:8][C:7]([C:9]2[S:10][CH:11]=[CH:12][N:13]=2)=[N:6][CH:5]([C:14]2[CH:19]=[CH:18][CH:17]=[CH:16][C:15]=2[C:20]([F:23])([F:22])[F:21])[C:4]=1[C:24]([O:26][CH2:27][CH3:28])=[O:25].Cl.[NH:30]1[CH2:35][CH2:34][O:33][CH2:32][CH:31]1[C:36]([OH:38])=[O:37].C(=O)([O-])[O-].[K+].[K+]. (6) Given the product [Br:34][C:35]1[CH:36]=[CH:37][C:38]([OH:64])=[C:39]([C:41]2([CH2:22][OH:23])[C:49]3[C:44](=[CH:45][CH:46]=[CH:47][CH:48]=3)[N:43]([CH:50]([C:51]3[CH:56]=[CH:55][CH:54]=[CH:53][CH:52]=3)[C:57]3[CH:58]=[CH:59][CH:60]=[CH:61][CH:62]=3)[C:42]2=[O:63])[CH:40]=1, predict the reactants needed to synthesize it. The reactants are: C1(C(C2C=CC=CC=2)N2C3C(=CC=CC=3)C(C3C(O)=CC4C[CH2:22][O:23]C=4C=3)C2=O)C=CC=CC=1.[Br:34][C:35]1[CH:36]=[CH:37][C:38]([OH:64])=[C:39]([CH:41]2[C:49]3[C:44](=[CH:45][CH:46]=[CH:47][CH:48]=3)[N:43]([CH:50]([C:57]3[CH:62]=[CH:61][CH:60]=[CH:59][CH:58]=3)[C:51]3[CH:56]=[CH:55][CH:54]=[CH:53][CH:52]=3)[C:42]2=[O:63])[CH:40]=1.